This data is from Catalyst prediction with 721,799 reactions and 888 catalyst types from USPTO. The task is: Predict which catalyst facilitates the given reaction. (1) Reactant: CS(O[C@H:6]1[C@H:10]([N:11]=[N+:12]=[N-:13])[CH2:9][O:8][CH2:7]1)(=O)=O.[N-:14]=[N+:15]=[N-:16].[Na+].CN(C=O)C.N1C=CC=CC=1. Product: [N:14]([C@H:6]1[C@@H:10]([N:11]=[N+:12]=[N-:13])[CH2:9][O:8][CH2:7]1)=[N+:15]=[N-:16]. The catalyst class is: 6. (2) Reactant: C([O:20][CH2:21][C@H:22]1[O:36][C@H:26]([O:27][C:28](=[O:35])[C:29]2[CH:34]=[CH:33][CH:32]=[CH:31][CH:30]=2)[C@@H:25]([O:37][C:38](=[O:45])[C:39]2[CH:44]=[CH:43][CH:42]=[CH:41][CH:40]=2)[C@@H:24]([O:46][C:47](=[O:54])[C:48]2[CH:53]=[CH:52][CH:51]=[CH:50][CH:49]=2)[C@@H:23]1[O:55][C:56](=[O:63])[C:57]1[CH:62]=[CH:61][CH:60]=[CH:59][CH:58]=1)(C1C=CC=CC=1)(C1C=CC=CC=1)C1C=CC=CC=1.OS(O)(=O)=O. Product: [C:28]([O:27][C@H:26]1[O:36][C@H:22]([CH2:21][OH:20])[C@@H:23]([O:55][C:56](=[O:63])[C:57]2[CH:58]=[CH:59][CH:60]=[CH:61][CH:62]=2)[C@H:24]([O:46][C:47](=[O:54])[C:48]2[CH:53]=[CH:52][CH:51]=[CH:50][CH:49]=2)[C@@H:25]1[O:37][C:38](=[O:45])[C:39]1[CH:40]=[CH:41][CH:42]=[CH:43][CH:44]=1)(=[O:35])[C:29]1[CH:30]=[CH:31][CH:32]=[CH:33][CH:34]=1. The catalyst class is: 5. (3) Reactant: Br[C:2]1[C:3]([O:8][C:9]2[CH:14]=[CH:13][C:12]([NH:15][C:16]3[S:17][C:18]4[CH:24]=[CH:23][CH:22]=[CH:21][C:19]=4[N:20]=3)=[CH:11][CH:10]=2)=[N:4][CH:5]=[CH:6][CH:7]=1.[C:25]([O:29][C:30]([N:32]1[CH2:37][CH:36]=[C:35](B(O)O)[CH2:34][CH2:33]1)=[O:31])([CH3:28])([CH3:27])[CH3:26].C(=O)([O-])[O-].[Na+].[Na+]. Product: [S:17]1[C:18]2[CH:24]=[CH:23][CH:22]=[CH:21][C:19]=2[N:20]=[C:16]1[NH:15][C:12]1[CH:13]=[CH:14][C:9]([O:8][C:3]2[C:2]([C:35]3[CH2:36][CH2:37][N:32]([C:30]([O:29][C:25]([CH3:28])([CH3:27])[CH3:26])=[O:31])[CH2:33][CH:34]=3)=[CH:7][CH:6]=[CH:5][N:4]=2)=[CH:10][CH:11]=1. The catalyst class is: 622. (4) Reactant: Br[C:2]1[CH:7]=[CH:6][C:5]([S:8]([NH:11][CH2:12][CH2:13][CH3:14])(=[O:10])=[O:9])=[CH:4][C:3]=1[F:15].[C:16]([C:18]1[N:22]([CH3:23])[C:21](B(O)O)=[CH:20][CH:19]=1)#[N:17].[F-].[K+].C(P(C(C)(C)C)C(C)(C)C)(C)(C)C. Product: [C:16]([C:18]1[N:22]([CH3:23])[C:21]([C:2]2[CH:7]=[CH:6][C:5]([S:8]([NH:11][CH2:12][CH2:13][CH3:14])(=[O:10])=[O:9])=[CH:4][C:3]=2[F:15])=[CH:20][CH:19]=1)#[N:17]. The catalyst class is: 110.